From a dataset of Full USPTO retrosynthesis dataset with 1.9M reactions from patents (1976-2016). Predict the reactants needed to synthesize the given product. (1) Given the product [C:44]([N:8]1[C:9]2[CH:10]=[CH:11][CH:12]=[CH:13][C:14]=2[C@@H:15]2[N:19]([C:20]([C@H:22]3[CH2:27][CH2:26][CH2:25][CH2:24][C@H:23]3[NH:28][C:29](=[O:36])[C:30]3[CH:31]=[CH:32][CH:33]=[CH:34][CH:35]=3)=[O:21])[CH2:18][CH2:17][C@H:16]2[C@@H:7]1[C:1]1[CH:2]=[CH:3][CH:4]=[CH:5][CH:6]=1)(=[O:46])[CH3:45], predict the reactants needed to synthesize it. The reactants are: [C:1]1([C@H:7]2[C@H:16]3[CH2:17][CH2:18][N:19]([C:20]([C@H:22]4[CH2:27][CH2:26][CH2:25][CH2:24][C@H:23]4[NH:28][C:29](=[O:36])[C:30]4[CH:35]=[CH:34][CH:33]=[CH:32][CH:31]=4)=[O:21])[C@H:15]3[C:14]3[CH:13]=[CH:12][CH:11]=[CH:10][C:9]=3[NH:8]2)[CH:6]=[CH:5][CH:4]=[CH:3][CH:2]=1.C(N(CC)CC)C.[C:44](Cl)(=[O:46])[CH3:45].O. (2) Given the product [Br:1][C:2]1[CH:3]=[CH:4][C:5]([CH2:13][CH2:12][NH2:14])=[C:6]([N+:8]([O-:10])=[O:9])[CH:7]=1, predict the reactants needed to synthesize it. The reactants are: [Br:1][C:2]1[CH:3]=[CH:4][C:5](F)=[C:6]([N+:8]([O-:10])=[O:9])[CH:7]=1.[CH2:12]([NH2:14])[CH3:13].